The task is: Predict the reaction yield, written as a fraction of the theoretical maximum amount of product (1.0 means a 100% yield; for example, 0.34 means a 34% yield).. This data is from Reaction yield outcomes from USPTO patents with 853,638 reactions. (1) The reactants are [C:1]([S:4][CH2:5][C:6]1[C@:7]2([CH2:24][CH2:23][C@H:22]3[C:12](=[CH:13][CH:14]=[C:15]4[C@:20]3([CH3:21])[C@@H:19]([O:25][Si:26]([C:29]([CH3:32])([CH3:31])[CH3:30])([CH3:28])[CH3:27])[CH2:18][C@H:17]([O:33][Si:34]([C:37]([CH3:40])([CH3:39])[CH3:38])([CH3:36])[CH3:35])[CH2:16]4)[C@@H:9]2[CH2:10][CH:11]=1)[CH3:8])(=O)[CH3:2].BrCC[CH2:44][CH2:45][C:46]([O:49][Si:50]([CH2:55][CH3:56])([CH2:53][CH3:54])[CH2:51][CH3:52])([CH3:48])[CH3:47].CO.[OH-].[K+]. The catalyst is O1CCCC1. The product is [Si:26]([O:25][C@@H:19]1[C@@:20]2([CH3:21])[C:15](=[CH:14][CH:13]=[C:12]3[C@@H:22]2[CH2:23][CH2:24][C@@:7]2([CH3:8])[C@H:9]3[CH2:10][CH:11]=[C:6]2[CH2:5][S:4][CH2:1][CH2:2][CH2:44][CH2:45][C:46]([O:49][Si:50]([CH2:55][CH3:56])([CH2:51][CH3:52])[CH2:53][CH3:54])([CH3:47])[CH3:48])[CH2:16][C@@H:17]([O:33][Si:34]([C:37]([CH3:39])([CH3:40])[CH3:38])([CH3:35])[CH3:36])[CH2:18]1)([C:29]([CH3:30])([CH3:32])[CH3:31])([CH3:27])[CH3:28]. The yield is 0.930. (2) The reactants are [CH:1]1([NH:4][C:5]([C:7]2[CH:12]=[CH:11][C:10]([C:13]3[N:17]4[N:18]=[C:19]([C:29](OC)=[O:30])[CH:20]=[C:21]([NH:22][CH2:23][CH2:24][C:25]([F:28])([F:27])[F:26])[C:16]4=[N:15][CH:14]=3)=[CH:9][C:8]=2[CH3:33])=[O:6])[CH2:3][CH2:2]1.[H-].C([Al+]CC(C)C)C(C)C.[Cl-].[NH4+].O. The catalyst is O1CCCC1. The product is [CH:1]1([NH:4][C:5](=[O:6])[C:7]2[CH:12]=[CH:11][C:10]([C:13]3[N:17]4[N:18]=[C:19]([CH2:29][OH:30])[CH:20]=[C:21]([NH:22][CH2:23][CH2:24][C:25]([F:26])([F:27])[F:28])[C:16]4=[N:15][CH:14]=3)=[CH:9][C:8]=2[CH3:33])[CH2:2][CH2:3]1. The yield is 0.730. (3) The reactants are [NH2:1][C@@H:2]([CH2:6][CH:7]1[CH2:11][CH2:10][CH2:9][C:8]1=O)[C:3]([OH:5])=[O:4].O=C1CCCC1CC(NC(N)=O)C(O)=O.N.[H][H]. The catalyst is O.[Pd]. The product is [NH:1]1[C@H:2]([C:3]([OH:5])=[O:4])[CH2:6][C@@H:7]2[CH2:11][CH2:10][CH2:9][C@H:8]12. The yield is 1.00.